Dataset: Reaction yield outcomes from USPTO patents with 853,638 reactions. Task: Predict the reaction yield, written as a fraction of the theoretical maximum amount of product (1.0 means a 100% yield; for example, 0.34 means a 34% yield). (1) The reactants are [Cl:1][C:2]1[S:6][C:5]([C:7]([OH:9])=O)=[CH:4][CH:3]=1.C(=O)([O-])[O-].[Na+].[Na+].Cl.[NH2:17][CH2:18][C@@H:19]1[O:23][C:22](=[O:24])[N:21]([C:25]2[CH:30]=[CH:29][C:28]([N:31]3[CH2:36][CH2:35][O:34][CH2:33][C:32]3=[O:37])=[CH:27][CH:26]=2)[CH2:20]1.O. The catalyst is C(#N)C. The product is [CH:29]1[C:28]([N:31]2[C:32](=[O:37])[CH2:33][O:34][CH2:35][CH2:36]2)=[CH:27][CH:26]=[C:25]([N:21]2[C:22](=[O:24])[O:23][C@@H:19]([CH2:18][NH:17][C:7]([C:5]3[S:6][C:2]([Cl:1])=[CH:3][CH:4]=3)=[O:9])[CH2:20]2)[CH:30]=1. The yield is 0.770. (2) The reactants are [C:1]([SiH2:5][O:6][C:7]([CH3:23])([CH3:22])[C:8]1[CH:9]=[C:10]([CH2:15][CH2:16]OS(C)(=O)=O)[CH:11]=[CH:12][C:13]=1[Cl:14])([CH3:4])([CH3:3])[CH3:2].[F:24][CH:25]([F:28])[CH2:26][NH2:27].CCN(CC)CC.[CH3:36][C:37]([O:40][C:41](O[C:41]([O:40][C:37]([CH3:39])([CH3:38])[CH3:36])=[O:42])=[O:42])([CH3:39])[CH3:38]. The catalyst is CCO.C(O)(C)(C)C.C(Cl)Cl. The product is [C:37]([O:40][C:41](=[O:42])[N:27]([CH2:16][CH2:15][C:10]1[CH:11]=[CH:12][C:13]([Cl:14])=[C:8]([C:7]([CH3:23])([CH3:22])[O:6][SiH2:5][C:1]([CH3:4])([CH3:3])[CH3:2])[CH:9]=1)[CH2:26][CH:25]([F:28])[F:24])([CH3:39])([CH3:38])[CH3:36]. The yield is 1.00. (3) The reactants are [NH2:1][CH:2]1[CH2:7][CH2:6][N:5]([CH2:8][CH2:9][N:10]2[C:19]3[C:14](=[CH:15][CH:16]=[C:17]([F:21])[C:18]=3[F:20])[N:13]=[CH:12][C:11]2=[O:22])[CH2:4][CH2:3]1.[O:23]=[C:24]1[CH2:29][O:28][C:27]2[CH:30]=[CH:31][C:32]([CH:34]=O)=[N:33][C:26]=2[NH:25]1.C(O[BH-](OC(=O)C)OC(=O)C)(=O)C.[Na+]. No catalyst specified. The product is [F:21][C:17]1[C:18]([F:20])=[C:19]2[C:14]([N:13]=[CH:12][C:11](=[O:22])[N:10]2[CH2:9][CH2:8][N:5]2[CH2:6][CH2:7][CH:2]([NH:1][CH2:34][C:32]3[CH:31]=[CH:30][C:27]4[O:28][CH2:29][C:24](=[O:23])[NH:25][C:26]=4[N:33]=3)[CH2:3][CH2:4]2)=[CH:15][CH:16]=1. The yield is 0.410. (4) The reactants are [Si:1]([O:8]S(C(F)(F)F)(=O)=O)([C:4]([CH3:7])([CH3:6])[CH3:5])([CH3:3])[CH3:2].O[CH:17]([CH2:30][CH2:31][CH2:32][CH2:33][CH2:34][CH2:35][CH3:36])/[CH:18]=[CH:19]/[C:20](/[C:26]([O:28][CH3:29])=[O:27])=[CH:21]/[C:22]([O:24][CH3:25])=[O:23].CCN(CC)CC.CCOC(C)=O. The catalyst is C(Cl)Cl. The product is [Si:1]([O:8][CH:17]([CH2:30][CH2:31][CH2:32][CH2:33][CH2:34][CH2:35][CH3:36])/[CH:18]=[CH:19]/[C:20](/[C:26]([O:28][CH3:29])=[O:27])=[CH:21]/[C:22]([O:24][CH3:25])=[O:23])([C:4]([CH3:7])([CH3:6])[CH3:5])([CH3:3])[CH3:2]. The yield is 0.820. (5) The reactants are [NH2:1][C@@H:2]([CH2:33][C:34]1[CH:39]=[CH:38][CH:37]=[CH:36][CH:35]=1)[CH2:3][C@H:4]([OH:32])[C@@H:5]([NH:19][C:20]([C@@H:22]([NH:27][C:28](=[O:31])[O:29][CH3:30])[C:23]([CH3:26])([CH3:25])[CH3:24])=[O:21])[CH2:6][C:7]1[CH:12]=[CH:11][C:10]([C:13]2[CH:18]=[CH:17][CH:16]=[CH:15][N:14]=2)=[CH:9][CH:8]=1.[CH3:40][C@@H:41]([CH2:60][CH3:61])[C@H:42]([N:46]1[CH2:50][CH2:49][N:48]([CH2:51][C:52]2[CH:57]=[CH:56][CH:55]=[C:54]([CH3:58])[N:53]=2)[C:47]1=[O:59])[C:43](O)=[O:44].CCOP(ON1N=NC2C=CC=CC=2C1=O)(OCC)=O.C(N(CC)C(C)C)(C)C. The catalyst is C1COCC1. The product is [OH:32][C@@H:4]([CH2:3][C@@H:2]([NH:1][C:43](=[O:44])[C@@H:42]([N:46]1[CH2:50][CH2:49][N:48]([CH2:51][C:52]2[CH:57]=[CH:56][CH:55]=[C:54]([CH3:58])[N:53]=2)[C:47]1=[O:59])[CH:41]([CH3:40])[CH2:60][CH3:61])[CH2:33][C:34]1[CH:35]=[CH:36][CH:37]=[CH:38][CH:39]=1)[C@@H:5]([NH:19][C:20]([C@@H:22]([NH:27][C:28](=[O:31])[O:29][CH3:30])[C:23]([CH3:25])([CH3:26])[CH3:24])=[O:21])[CH2:6][C:7]1[CH:12]=[CH:11][C:10]([C:13]2[CH:18]=[CH:17][CH:16]=[CH:15][N:14]=2)=[CH:9][CH:8]=1. The yield is 0.540. (6) The reactants are [CH:1]1([C:7]2[C:8]3[CH:35]=[CH:34][C:33]([C:36]([O:38]C)=[O:37])=[CH:32][C:9]=3[N:10]3[C:16]=2[C:15]2[CH:17]=[CH:18][C:19]([O:21][CH:22]4[CH2:27][CH2:26][CH2:25][N:24]([S:28]([CH3:31])(=[O:30])=[O:29])[CH2:23]4)=[CH:20][C:14]=2[O:13][CH2:12][CH2:11]3)[CH2:6][CH2:5][CH2:4][CH2:3][CH2:2]1.[OH-].[Na+].Cl. The catalyst is O1CCCC1.CO. The product is [CH:1]1([C:7]2[C:8]3[CH:35]=[CH:34][C:33]([C:36]([OH:38])=[O:37])=[CH:32][C:9]=3[N:10]3[C:16]=2[C:15]2[CH:17]=[CH:18][C:19]([O:21][CH:22]4[CH2:27][CH2:26][CH2:25][N:24]([S:28]([CH3:31])(=[O:30])=[O:29])[CH2:23]4)=[CH:20][C:14]=2[O:13][CH2:12][CH2:11]3)[CH2:6][CH2:5][CH2:4][CH2:3][CH2:2]1. The yield is 0.560.